From a dataset of Reaction yield outcomes from USPTO patents with 853,638 reactions. Predict the reaction yield, written as a fraction of the theoretical maximum amount of product (1.0 means a 100% yield; for example, 0.34 means a 34% yield). (1) The reactants are O=[C:2]1[CH2:5][N:4]([C:6]([O:8][C:9]([CH3:12])([CH3:11])[CH3:10])=[O:7])[CH2:3]1.[CH3:13][NH:14][CH:15]1[CH2:18][CH2:17][CH2:16]1.C(O[BH-](OC(=O)C)OC(=O)C)(=O)C.[Na+]. The catalyst is C(Cl)Cl.C(OCC)(=O)C. The product is [CH:15]1([N:14]([CH3:13])[CH:2]2[CH2:5][N:4]([C:6]([O:8][C:9]([CH3:12])([CH3:11])[CH3:10])=[O:7])[CH2:3]2)[CH2:18][CH2:17][CH2:16]1. The yield is 0.487. (2) The reactants are Cl[C:2]1[N:7]=[C:6]([N:8]2[CH2:13][CH2:12][N:11]([C:14]([O:16][C:17]([CH3:20])([CH3:19])[CH3:18])=[O:15])[CH2:10][CH2:9]2)[CH:5]=[CH:4][N:3]=1.[F:21][C:22]1[CH:27]=[C:26]([F:28])[CH:25]=[CH:24][C:23]=1OB(O)O.O. The catalyst is C(=O)([O-])[O-].[Na+].[Na+].C1(C)C=CC=CC=1. The product is [F:21][C:22]1[CH:27]=[C:26]([F:28])[CH:25]=[CH:24][C:23]=1[C:2]1[N:7]=[C:6]([N:8]2[CH2:13][CH2:12][N:11]([C:14]([O:16][C:17]([CH3:20])([CH3:19])[CH3:18])=[O:15])[CH2:10][CH2:9]2)[CH:5]=[CH:4][N:3]=1. The yield is 0.400.